This data is from NCI-60 drug combinations with 297,098 pairs across 59 cell lines. The task is: Regression. Given two drug SMILES strings and cell line genomic features, predict the synergy score measuring deviation from expected non-interaction effect. (1) Drug 1: CCC(=C(C1=CC=CC=C1)C2=CC=C(C=C2)OCCN(C)C)C3=CC=CC=C3.C(C(=O)O)C(CC(=O)O)(C(=O)O)O. Drug 2: CC=C1C(=O)NC(C(=O)OC2CC(=O)NC(C(=O)NC(CSSCCC=C2)C(=O)N1)C(C)C)C(C)C. Cell line: NCIH23. Synergy scores: CSS=43.7, Synergy_ZIP=-0.602, Synergy_Bliss=0.304, Synergy_Loewe=-20.0, Synergy_HSA=0.958. (2) Drug 1: CC1=CC=C(C=C1)C2=CC(=NN2C3=CC=C(C=C3)S(=O)(=O)N)C(F)(F)F. Drug 2: C1=CC=C(C(=C1)C(C2=CC=C(C=C2)Cl)C(Cl)Cl)Cl. Cell line: SW-620. Synergy scores: CSS=-3.26, Synergy_ZIP=1.33, Synergy_Bliss=-1.11, Synergy_Loewe=-4.01, Synergy_HSA=-4.80. (3) Drug 1: CC(CN1CC(=O)NC(=O)C1)N2CC(=O)NC(=O)C2. Drug 2: C(CC(=O)O)C(=O)CN.Cl. Cell line: SW-620. Synergy scores: CSS=42.0, Synergy_ZIP=3.60, Synergy_Bliss=3.09, Synergy_Loewe=-12.6, Synergy_HSA=2.28.